Dataset: NCI-60 drug combinations with 297,098 pairs across 59 cell lines. Task: Regression. Given two drug SMILES strings and cell line genomic features, predict the synergy score measuring deviation from expected non-interaction effect. (1) Drug 1: CN1CCC(CC1)COC2=C(C=C3C(=C2)N=CN=C3NC4=C(C=C(C=C4)Br)F)OC. Drug 2: C1CCN(CC1)CCOC2=CC=C(C=C2)C(=O)C3=C(SC4=C3C=CC(=C4)O)C5=CC=C(C=C5)O. Cell line: 786-0. Synergy scores: CSS=6.62, Synergy_ZIP=-1.87, Synergy_Bliss=4.03, Synergy_Loewe=0.524, Synergy_HSA=3.68. (2) Drug 1: CCCS(=O)(=O)NC1=C(C(=C(C=C1)F)C(=O)C2=CNC3=C2C=C(C=N3)C4=CC=C(C=C4)Cl)F. Drug 2: CC(CN1CC(=O)NC(=O)C1)N2CC(=O)NC(=O)C2. Cell line: TK-10. Synergy scores: CSS=17.0, Synergy_ZIP=-4.61, Synergy_Bliss=1.36, Synergy_Loewe=2.34, Synergy_HSA=2.33. (3) Drug 1: C1CCC(C1)C(CC#N)N2C=C(C=N2)C3=C4C=CNC4=NC=N3. Drug 2: C1CC(=O)NC(=O)C1N2CC3=C(C2=O)C=CC=C3N. Cell line: K-562. Synergy scores: CSS=13.3, Synergy_ZIP=-2.19, Synergy_Bliss=-1.07, Synergy_Loewe=-8.50, Synergy_HSA=-3.81. (4) Drug 1: CC12CCC3C(C1CCC2=O)CC(=C)C4=CC(=O)C=CC34C. Drug 2: CCC(=C(C1=CC=CC=C1)C2=CC=C(C=C2)OCCN(C)C)C3=CC=CC=C3.C(C(=O)O)C(CC(=O)O)(C(=O)O)O. Cell line: ACHN. Synergy scores: CSS=31.0, Synergy_ZIP=-1.15, Synergy_Bliss=-3.24, Synergy_Loewe=-3.85, Synergy_HSA=-4.68. (5) Drug 1: C1C(C(OC1N2C=C(C(=O)NC2=O)F)CO)O. Drug 2: COC1=NC(=NC2=C1N=CN2C3C(C(C(O3)CO)O)O)N. Cell line: CCRF-CEM. Synergy scores: CSS=80.6, Synergy_ZIP=6.30, Synergy_Bliss=6.16, Synergy_Loewe=7.10, Synergy_HSA=10.1. (6) Drug 1: C1C(C(OC1N2C=NC3=C2NC=NCC3O)CO)O. Drug 2: CC1C(C(CC(O1)OC2CC(CC3=C2C(=C4C(=C3O)C(=O)C5=CC=CC=C5C4=O)O)(C(=O)C)O)N)O. Cell line: K-562. Synergy scores: CSS=27.3, Synergy_ZIP=8.53, Synergy_Bliss=0.787, Synergy_Loewe=-34.0, Synergy_HSA=-3.42. (7) Drug 1: C1=C(C(=O)NC(=O)N1)F. Drug 2: CNC(=O)C1=NC=CC(=C1)OC2=CC=C(C=C2)NC(=O)NC3=CC(=C(C=C3)Cl)C(F)(F)F. Cell line: SW-620. Synergy scores: CSS=65.3, Synergy_ZIP=3.59, Synergy_Bliss=4.67, Synergy_Loewe=-0.0184, Synergy_HSA=7.31.